Dataset: Catalyst prediction with 721,799 reactions and 888 catalyst types from USPTO. Task: Predict which catalyst facilitates the given reaction. (1) Reactant: [Br:1][C:2]1[CH:3]=[C:4]2[C:9](=[CH:10][CH:11]=1)[CH:8]=[N:7][CH:6]=[CH:5]2.ClC1C=C(C(OO)=[O:20])C=CC=1.C(=O)([O-])O.[Na+]. Product: [Br:1][C:2]1[CH:3]=[C:4]2[C:9](=[CH:10][CH:11]=1)[CH:8]=[N+:7]([O-:20])[CH:6]=[CH:5]2. The catalyst class is: 4. (2) Reactant: [Cl:1][C:2]1[CH:3]=[CH:4][C:5]2[N:11]3[C:12]([CH:15]4[CH2:17][CH2:16]4)=[N:13][N:14]=[C:10]3[C@@H:9]([CH2:18][CH2:19][C:20]([NH:22][CH2:23][C:24](=O)[CH2:25][C:26]([O:28][CH2:29][CH3:30])=[O:27])=O)[O:8][C@H:7]([C:32]3[CH:37]=[CH:36][CH:35]=[C:34]([O:38][CH3:39])[C:33]=3[O:40][CH3:41])[C:6]=2[CH:42]=1.COC1C=CC(P2(SP(C3C=CC(OC)=CC=3)(=S)S2)=[S:52])=CC=1. Product: [Cl:1][C:2]1[CH:3]=[CH:4][C:5]2[N:11]3[C:12]([CH:15]4[CH2:17][CH2:16]4)=[N:13][N:14]=[C:10]3[C@@H:9]([CH2:18][CH2:19][C:20]3[S:52][C:24]([CH2:25][C:26]([O:28][CH2:29][CH3:30])=[O:27])=[CH:23][N:22]=3)[O:8][C@H:7]([C:32]3[CH:37]=[CH:36][CH:35]=[C:34]([O:38][CH3:39])[C:33]=3[O:40][CH3:41])[C:6]=2[CH:42]=1. The catalyst class is: 7.